Dataset: Full USPTO retrosynthesis dataset with 1.9M reactions from patents (1976-2016). Task: Predict the reactants needed to synthesize the given product. (1) Given the product [CH2:1]([O:8][C:9]([N:11]1[CH2:16][C@H:15]([OH:17])[CH2:14][C@H:13]([O:25][C:26](=[O:33])[C:27]2[CH:32]=[CH:31][CH:30]=[CH:29][CH:28]=2)[CH2:12]1)=[O:10])[C:2]1[CH:7]=[CH:6][CH:5]=[CH:4][CH:3]=1, predict the reactants needed to synthesize it. The reactants are: [CH2:1]([O:8][C:9]([N:11]1[CH2:16][C@H:15]([O:17][Si](C(C)(C)C)(C)C)[CH2:14][C@H:13]([O:25][C:26](=[O:33])[C:27]2[CH:32]=[CH:31][CH:30]=[CH:29][CH:28]=2)[CH2:12]1)=[O:10])[C:2]1[CH:7]=[CH:6][CH:5]=[CH:4][CH:3]=1.[F-].C([N+](CCCC)(CCCC)CCCC)CCC.O. (2) Given the product [Cl:32][CH2:31][O:30][C:28](=[O:29])[NH:20][C@H:19]1[C@@H:14]2[N:15]([C:9]3[CH:8]=[C:7]([Cl:6])[CH:26]=[CH:25][C:10]=3[O:11][C:12]3[CH:24]=[CH:23][CH:22]=[CH:21][C:13]=32)[CH2:16][CH2:17][CH2:18]1, predict the reactants needed to synthesize it. The reactants are: C(=O)(O)[O-].[Na+].[Cl:6][C:7]1[CH:26]=[CH:25][C:10]2[O:11][C:12]3[CH:24]=[CH:23][CH:22]=[CH:21][C:13]=3[C@@H:14]3[C@H:19]([NH2:20])[CH2:18][CH2:17][CH2:16][N:15]3[C:9]=2[CH:8]=1.Cl[C:28]([O:30][CH2:31][Cl:32])=[O:29].C(OCC)(=O)C. (3) Given the product [CH3:12][N:11]([CH3:13])[CH2:10][CH2:9][O:8][C:7]1[CH:14]=[CH:15][C:16]([NH2:17])=[C:5]([O:4][CH:1]([CH3:2])[CH3:3])[CH:6]=1, predict the reactants needed to synthesize it. The reactants are: [CH:1]([O:4][C:5]1[CH:6]=[C:7]([CH:14]=[CH:15][C:16]=1[N+:17]([O-])=O)[O:8][CH2:9][CH2:10][N:11]([CH3:13])[CH3:12])([CH3:3])[CH3:2].[H][H]. (4) Given the product [CH3:14][O:8][C:7](=[O:9])[C@@H:2]1[CH2:3][CH2:4][C:5](=[O:6])[NH:1]1, predict the reactants needed to synthesize it. The reactants are: [NH:1]1[C:5](=[O:6])[CH2:4][CH2:3][C@H:2]1[C:7]([OH:9])=[O:8].S(Cl)(Cl)=O.[CH3:14]O. (5) The reactants are: [Cl:1][C:2]1[CH:21]=[CH:20][C:5]([CH2:6][NH:7][C:8]([C:10]2[C:11]([OH:19])=[C:12]3[S:18][CH:17]=[CH:16][C:13]3=[N:14][CH:15]=2)=[O:9])=[CH:4][CH:3]=1.C(=O)([O-])[O-].[K+].[K+].I[CH2:29][CH3:30].O. Given the product [Cl:1][C:2]1[CH:3]=[CH:4][C:5]([CH2:6][NH:7][C:8]([C:10]2[C:11](=[O:19])[C:12]3[S:18][CH:17]=[CH:16][C:13]=3[N:14]([CH2:29][CH3:30])[CH:15]=2)=[O:9])=[CH:20][CH:21]=1, predict the reactants needed to synthesize it. (6) Given the product [CH3:1][C:2]1[CH:7]=[CH:6][CH:5]=[C:4]2[C:3]=1[CH2:8][CH2:9][O:10][CH:13]2[C:12]([OH:16])=[O:11], predict the reactants needed to synthesize it. The reactants are: [CH3:1][C:2]1[CH:7]=[CH:6][CH:5]=[CH:4][C:3]=1[CH2:8][CH2:9][OH:10].[OH:11][CH:12]([OH:16])[C:13](O)=O. (7) Given the product [CH3:1][O:2][C:3]1[CH:10]=[CH:9][CH:8]=[CH:7][C:4]=1[CH2:5][NH:6][C:29](=[O:30])[C:28]([NH:26][CH2:25][CH2:24][C:19]1[CH:20]=[CH:21][CH:22]=[CH:23][N:18]=1)=[O:27], predict the reactants needed to synthesize it. The reactants are: [CH3:1][O:2][C:3]1[CH:10]=[CH:9][CH:8]=[CH:7][C:4]=1[CH2:5][NH2:6].C(N(CC)CC)C.[N:18]1[CH:23]=[CH:22][CH:21]=[CH:20][C:19]=1[CH2:24][CH2:25][NH2:26].[O:27]1CC[O:30][CH2:29][CH2:28]1.